Dataset: Peptide-MHC class II binding affinity with 134,281 pairs from IEDB. Task: Regression. Given a peptide amino acid sequence and an MHC pseudo amino acid sequence, predict their binding affinity value. This is MHC class II binding data. (1) The peptide sequence is MTSRFMTDPHAMRDM. The MHC is HLA-DQA10101-DQB10501 with pseudo-sequence HLA-DQA10101-DQB10501. The binding affinity (normalized) is 0.197. (2) The peptide sequence is VKINDKCPSTGEAHL. The MHC is DRB3_0101 with pseudo-sequence DRB3_0101. The binding affinity (normalized) is 0. (3) The peptide sequence is QVESTAGSLQGQWRG. The MHC is DRB1_0101 with pseudo-sequence DRB1_0101. The binding affinity (normalized) is 0.179.